From a dataset of Reaction yield outcomes from USPTO patents with 853,638 reactions. Predict the reaction yield, written as a fraction of the theoretical maximum amount of product (1.0 means a 100% yield; for example, 0.34 means a 34% yield). (1) The reactants are [Cl:1][C:2]1[C:11]2[C:6](=[CH:7][C:8]([OH:14])=[C:9]([O:12][CH3:13])[CH:10]=2)[N:5]=[CH:4][N:3]=1.C1(P(C2C=CC=CC=2)C2C=CC=CC=2)C=CC=CC=1.[F:34][CH2:35][CH2:36][N:37]1[CH2:42][CH2:41][N:40]([CH2:43][CH2:44][CH2:45]O)[CH2:39][CH2:38]1.N(C(OC(C)C)=O)=NC(OC(C)C)=O. The catalyst is C(Cl)Cl. The product is [Cl:1][C:2]1[C:11]2[C:6](=[CH:7][C:8]([O:14][CH2:45][CH2:44][CH2:43][N:40]3[CH2:39][CH2:38][N:37]([CH2:36][CH2:35][F:34])[CH2:42][CH2:41]3)=[C:9]([O:12][CH3:13])[CH:10]=2)[N:5]=[CH:4][N:3]=1. The yield is 0.570. (2) The product is [Cl:8][C:6]1[CH:7]=[C:2]2[S:11][C:10]([NH:12][C:13](=[O:20])[C:14]3[CH:19]=[CH:18][CH:17]=[CH:16][CH:15]=3)=[N:9][C:3]2=[N:4][CH:5]=1. The reactants are Cl[C:2]1[C:3]([NH:9][C:10]([NH:12][C:13](=[O:20])[C:14]2[CH:19]=[CH:18][CH:17]=[CH:16][CH:15]=2)=[S:11])=[N:4][CH:5]=[C:6]([Cl:8])[CH:7]=1.C[O-].[Na+].O. The yield is 0.0785. The catalyst is CN1C(=O)CCC1. (3) The yield is 0.470. The reactants are [CH3:1][O:2][C:3]([CH:5]([C:7]([CH2:9][O:10][CH3:11])=O)Cl)=[O:4].[C:12]([NH2:20])(=[S:19])[C:13]1[CH:18]=[CH:17][CH:16]=[CH:15][CH:14]=1. The catalyst is CCO. The product is [CH3:1][O:2][C:3]([C:5]1[S:19][C:12]([C:13]2[CH:18]=[CH:17][CH:16]=[CH:15][CH:14]=2)=[N:20][C:7]=1[CH2:9][O:10][CH3:11])=[O:4]. (4) The reactants are [N:1]([CH2:4][CH2:5][C:6]1[C:14]2[C:9](=[N:10][CH:11]=[C:12]([Cl:15])[CH:13]=2)[NH:8][C:7]=1[Si:16]([CH2:21][CH3:22])([CH2:19][CH3:20])[CH2:17][CH3:18])=[N+]=[N-].C1(P(C2C=CC=CC=2)C2C=CC=CC=2)C=CC=CC=1. The catalyst is CO. The product is [Cl:15][C:12]1[CH:13]=[C:14]2[C:6]([CH2:5][CH2:4][NH2:1])=[C:7]([Si:16]([CH2:19][CH3:20])([CH2:17][CH3:18])[CH2:21][CH3:22])[NH:8][C:9]2=[N:10][CH:11]=1. The yield is 0.620. (5) The reactants are [CH:1]1(/[C:6](/[N:10]2[CH:14]=[C:13]([C:15]3[C:16]4[CH:23]=[CH:22][N:21](COCC[Si](C)(C)C)[C:17]=4[N:18]=[CH:19][N:20]=3)[CH:12]=[N:11]2)=[CH:7]/[C:8]#[N:9])[CH2:5][CH2:4][CH2:3][CH2:2]1. The catalyst is C(Cl)Cl.C(O)(C(F)(F)F)=O. The product is [CH:1]1(/[C:6](/[N:10]2[CH:14]=[C:13]([C:15]3[C:16]4[CH:23]=[CH:22][NH:21][C:17]=4[N:18]=[CH:19][N:20]=3)[CH:12]=[N:11]2)=[CH:7]/[C:8]#[N:9])[CH2:5][CH2:4][CH2:3][CH2:2]1. The yield is 0.760. (6) The reactants are [CH3:1][NH:2][C:3]([C@@H:5]1[CH2:10][CH2:9][CH2:8][C@H:7]([C:11]([O:13][CH3:14])=[O:12])[CH2:6]1)=O.[N-:15]=[N+:16]=[N-:17].[Na+].FC(F)(F)S(OS(C(F)(F)F)(=O)=O)(=O)=O.C(=O)(O)[O-].[Na+]. The catalyst is C(#N)C.CCOC(C)=O. The product is [CH3:1][N:2]1[C:3]([C@@H:5]2[CH2:10][CH2:9][CH2:8][C@H:7]([C:11]([O:13][CH3:14])=[O:12])[CH2:6]2)=[N:17][N:16]=[N:15]1. The yield is 0.680. (7) The reactants are [OH:1][C:2]1[CH:7]=[CH:6][C:5]([CH2:8][CH2:9][C:10]2[CH:24]=[CH:23][C:13]3[CH:14]=[C:15]([CH:17]([NH:19][C:20](=[O:22])[CH3:21])[CH3:18])[O:16][C:12]=3[CH:11]=2)=[CH:4][CH:3]=1.F[C:26]1[CH:31]=[CH:30][CH:29]=[CH:28][N:27]=1.C(=O)([O-])[O-].[K+].[K+]. The catalyst is CS(C)=O. The product is [N:27]1[CH:28]=[CH:29][CH:30]=[CH:31][C:26]=1[O:1][C:2]1[CH:3]=[CH:4][C:5]([CH2:8][CH2:9][C:10]2[CH:24]=[CH:23][C:13]3[CH:14]=[C:15]([CH:17]([NH:19][C:20](=[O:22])[CH3:21])[CH3:18])[O:16][C:12]=3[CH:11]=2)=[CH:6][CH:7]=1. The yield is 0.350.